This data is from Forward reaction prediction with 1.9M reactions from USPTO patents (1976-2016). The task is: Predict the product of the given reaction. Given the reactants Cl[C:2]1[CH:9]=[C:8](CO)C=[C:6](Cl)[C:3]=1[CH:4]=[O:5].[O:13]1[CH2:17][CH2:16][CH2:15][CH2:14]1, predict the reaction product. The product is: [CH3:8][CH2:9][CH2:2][CH:3]([CH3:6])[CH3:4].[C:14]([O:13][CH2:17][CH3:16])(=[O:5])[CH3:15].